From a dataset of Catalyst prediction with 721,799 reactions and 888 catalyst types from USPTO. Predict which catalyst facilitates the given reaction. (1) Reactant: [Cl:1][C:2]1[CH:14]=[C:13]([CH:15]=[O:16])[CH:12]=[C:11]([O:17][CH3:18])[C:3]=1[O:4][CH2:5][C:6]([O:8][CH2:9][CH3:10])=[O:7].[BH4-].[Na+]. Product: [Cl:1][C:2]1[CH:14]=[C:13]([CH2:15][OH:16])[CH:12]=[C:11]([O:17][CH3:18])[C:3]=1[O:4][CH2:5][C:6]([O:8][CH2:9][CH3:10])=[O:7]. The catalyst class is: 20. (2) Reactant: [O:1]=[C:2]1[C:7]([CH3:9])([CH3:8])[CH2:6][CH:5]([NH2:10])[CH2:4][C:3]1([CH3:12])[CH3:11].[C:13]12([N:23]=[C:24]=[O:25])[CH2:22][CH:17]3[CH2:18][CH:19]([CH2:21][CH:15]([CH2:16]3)[CH2:14]1)[CH2:20]2.O. Product: [C:13]12([NH:23][C:24]([NH:10][CH:5]3[CH2:6][C:7]([CH3:8])([CH3:9])[C:2](=[O:1])[C:3]([CH3:12])([CH3:11])[CH2:4]3)=[O:25])[CH2:22][CH:17]3[CH2:18][CH:19]([CH2:21][CH:15]([CH2:16]3)[CH2:14]1)[CH2:20]2. The catalyst class is: 22. (3) Reactant: [Cl:1][CH2:2][CH:3]([C:34]1[CH:39]=[CH:38][CH:37]=[CH:36][CH:35]=1)[O:4][C:5]1[CH:10]=[CH:9][C:8]([CH:11]([NH:23][C:24]2[CH:29]=[CH:28][C:27]([C:30]#[N:31])=[CH:26][CH:25]=2)[CH2:12][NH:13][S:14]([C:17]2[CH:22]=[CH:21][CH:20]=[CH:19][CH:18]=2)(=[O:16])=[O:15])=[CH:7][C:6]=1[O:32][CH3:33].Cl.NO.C([N:45](CC)CC)C.C(=O)([O-])[O-].[K+].[K+]. Product: [C:17]1([S:14]([NH:13][CH2:12][CH:11]([NH:23][C:24]2[CH:25]=[CH:26][C:27]([C:30]([NH2:45])=[NH:31])=[CH:28][CH:29]=2)[C:8]2[CH:9]=[CH:10][C:5]([O:4][CH:3]([C:34]3[CH:39]=[CH:38][CH:37]=[CH:36][CH:35]=3)[CH2:2][Cl:1])=[C:6]([O:32][CH3:33])[CH:7]=2)(=[O:15])=[O:16])[CH:22]=[CH:21][CH:20]=[CH:19][CH:18]=1. The catalyst class is: 8. (4) The catalyst class is: 3. Reactant: Cl[C:2]1[CH:3]=[CH:4][C:5]2[N:6]([CH:8]=[CH:9][N:10]=2)[N:7]=1.CC1(C)C(C)(C)OB([C:19]2[CH:27]=[CH:26][C:22]([C:23]([OH:25])=[O:24])=[CH:21][CH:20]=2)O1.C(=O)([O-])[O-].[K+].[K+].CCOC(C)=O. Product: [N:10]1[CH:9]=[CH:8][N:6]2[C:5]=1[CH:4]=[CH:3][C:2]([C:19]1[CH:27]=[CH:26][C:22]([C:23]([OH:25])=[O:24])=[CH:21][CH:20]=1)=[N:7]2. (5) Reactant: C(N(S(F)(F)[F:7])CC)C.[Br:10][C:11]1[CH:16]=[CH:15][C:14]([CH2:17][CH:18]([C:20]2[N:21]([S:31]([N:34]([CH3:36])[CH3:35])(=[O:33])=[O:32])[CH:22]=[C:23]([CH2:25][C:26]([CH3:30])([CH3:29])[CH2:27][CH3:28])[N:24]=2)O)=[CH:13][CH:12]=1. Product: [Br:10][C:11]1[CH:16]=[CH:15][C:14]([CH2:17][CH:18]([C:20]2[N:21]([S:31]([N:34]([CH3:36])[CH3:35])(=[O:33])=[O:32])[CH:22]=[C:23]([CH2:25][C:26]([CH3:30])([CH3:29])[CH2:27][CH3:28])[N:24]=2)[F:7])=[CH:13][CH:12]=1. The catalyst class is: 2. (6) Reactant: [NH2:1][C:2]1[CH:11]=[CH:10][C:9]([O:12][CH2:13][CH2:14][O:15][CH3:16])=[CH:8][C:3]=1[C:4](OC)=[O:5].Cl.[CH:18](N)=[NH:19]. Product: [OH:5][C:4]1[C:3]2[C:2](=[CH:11][CH:10]=[C:9]([O:12][CH2:13][CH2:14][O:15][CH3:16])[CH:8]=2)[N:1]=[CH:18][N:19]=1. The catalyst class is: 14.